From a dataset of Reaction yield outcomes from USPTO patents with 853,638 reactions. Predict the reaction yield, written as a fraction of the theoretical maximum amount of product (1.0 means a 100% yield; for example, 0.34 means a 34% yield). (1) The yield is 0.850. The reactants are C(N=C=NCCCN(C)C)C.Cl.C(N(CC)CC)C.[Br:20][C:21]1[O:25][C:24]([C:26]([OH:28])=O)=[CH:23][CH:22]=1.C1C=CC2N(O)N=NC=2C=1.Cl.[CH3:40][O:41][NH:42][CH3:43]. The catalyst is ClCCl. The product is [CH3:40][O:41][N:42]([CH3:43])[C:26]([C:24]1[O:25][C:21]([Br:20])=[CH:22][CH:23]=1)=[O:28]. (2) The reactants are F[C:2]1[N:7]2[CH:8]=[C:9]([CH2:11][N:12]3[C@H:26]4[C@@H:16]([CH2:17][CH2:18][CH2:19][C:20]5[C:21]4=[N:22][CH:23]=[CH:24][CH:25]=5)[CH2:15][CH2:14][CH2:13]3)[N:10]=[C:6]2[CH:5]=[CH:4][CH:3]=1.[CH3:27][N:28]1[CH2:33][CH2:32][NH:31][CH2:30][CH2:29]1. The catalyst is [Cl-].[Na+].O. The product is [CH3:27][N:28]1[CH2:33][CH2:32][N:31]([C:2]2[N:7]3[CH:8]=[C:9]([CH2:11][N:12]4[C@H:26]5[C@@H:16]([CH2:17][CH2:18][CH2:19][C:20]6[C:21]5=[N:22][CH:23]=[CH:24][CH:25]=6)[CH2:15][CH2:14][CH2:13]4)[N:10]=[C:6]3[CH:5]=[CH:4][CH:3]=2)[CH2:30][CH2:29]1. The yield is 0.430. (3) The reactants are [Cl:1][C:2]1[CH:7]=[CH:6][N:5]=[C:4]([CH3:8])[CH:3]=1.[F:9][C:10]1[CH:20]=[CH:19][C:13]([C:14](OCC)=[O:15])=[CH:12][CH:11]=1.C[Si]([N-][Si](C)(C)C)(C)C.[Li+]. The catalyst is O1CCCC1. The product is [Cl:1][C:2]1[CH:7]=[CH:6][N:5]=[C:4]([CH2:8][C:14]([C:13]2[CH:19]=[CH:20][C:10]([F:9])=[CH:11][CH:12]=2)=[O:15])[CH:3]=1. The yield is 0.990. (4) The reactants are [F:1][C:2]1[CH:27]=[CH:26][C:25]([F:28])=[CH:24][C:3]=1[CH2:4][N:5]1[CH2:10][CH2:9][NH:8][C:7]2[N:11]=[CH:12][C:13]([C:15]3[CH:23]=[CH:22][C:18]([C:19]([OH:21])=O)=[CH:17][CH:16]=3)=[CH:14][C:6]1=2.[CH3:29][N:30]1[CH2:35][CH2:34][NH:33][CH2:32][CH2:31]1. No catalyst specified. The product is [F:1][C:2]1[CH:27]=[CH:26][C:25]([F:28])=[CH:24][C:3]=1[CH2:4][N:5]1[CH2:10][CH2:9][NH:8][C:7]2[N:11]=[CH:12][C:13]([C:15]3[CH:16]=[CH:17][C:18]([C:19]([N:33]4[CH2:34][CH2:35][N:30]([CH3:29])[CH2:31][CH2:32]4)=[O:21])=[CH:22][CH:23]=3)=[CH:14][C:6]1=2. The yield is 0.250.